This data is from Full USPTO retrosynthesis dataset with 1.9M reactions from patents (1976-2016). The task is: Predict the reactants needed to synthesize the given product. (1) Given the product [OH:9][C:10]1[CH:11]=[C:12]([CH:15]=[CH:16][C:17]=1[O:18][CH2:19][CH2:20][CH2:21][CH3:22])[CH:13]=[O:14], predict the reactants needed to synthesize it. The reactants are: C(=O)([O-])[O-].[K+].[K+].[I-].[Na+].[OH:9][C:10]1[CH:11]=[C:12]([CH:15]=[CH:16][C:17]=1[OH:18])[CH:13]=[O:14].[CH2:19](Br)[CH2:20][CH2:21][CH3:22]. (2) Given the product [CH3:15][N:10]([CH2:9][C@H:8]([NH:7][CH3:6])[CH2:16][C:17]1[S:18][CH:19]=[CH:20][CH:21]=1)[S:11]([CH3:14])(=[O:13])=[O:12], predict the reactants needed to synthesize it. The reactants are: C(O[C:6](=O)[N:7](C)[C@H:8]([CH2:16][C:17]1[S:18][CH:19]=[CH:20][CH:21]=1)[CH2:9][N:10]([CH3:15])[S:11]([CH3:14])(=[O:13])=[O:12])(C)(C)C.FC(F)(F)C(O)=O.C(=O)([O-])O.[Na+].O.